Predict the reaction yield, written as a fraction of the theoretical maximum amount of product (1.0 means a 100% yield; for example, 0.34 means a 34% yield). From a dataset of Reaction yield outcomes from USPTO patents with 853,638 reactions. The reactants are [CH2:1]([N:3]([CH:34]1[CH2:39][CH2:38][O:37][CH2:36][CH2:35]1)[C:4]1[C:5]([CH3:33])=[C:6]([CH:22]=[C:23]([C:25]2[CH:26]=[N:27][C:28]([CH2:31]O)=[CH:29][CH:30]=2)[CH:24]=1)[C:7]([NH:9][CH2:10][C:11]1[C:12](=[O:21])[NH:13][C:14]([CH3:20])=[CH:15][C:16]=1[CH:17]([CH3:19])[CH3:18])=[O:8])[CH3:2].CS(Cl)(=O)=O.CCN(C(C)C)C(C)C.Cl.[OH:55][C@H:56]1[CH2:61][CH2:60][CH2:59][NH:58][CH2:57]1. The catalyst is C(Cl)Cl. The product is [CH2:1]([N:3]([CH:34]1[CH2:39][CH2:38][O:37][CH2:36][CH2:35]1)[C:4]1[C:5]([CH3:33])=[C:6]([CH:22]=[C:23]([C:25]2[CH:26]=[N:27][C:28]([CH2:31][N:58]3[CH2:59][CH2:60][CH2:61][C@H:56]([OH:55])[CH2:57]3)=[CH:29][CH:30]=2)[CH:24]=1)[C:7]([NH:9][CH2:10][C:11]1[C:12](=[O:21])[NH:13][C:14]([CH3:20])=[CH:15][C:16]=1[CH:17]([CH3:18])[CH3:19])=[O:8])[CH3:2]. The yield is 0.173.